This data is from Reaction yield outcomes from USPTO patents with 853,638 reactions. The task is: Predict the reaction yield, written as a fraction of the theoretical maximum amount of product (1.0 means a 100% yield; for example, 0.34 means a 34% yield). (1) The yield is 0.744. The reactants are [CH2:1]([NH:8][C:9]1[N:17]=[C:16](F)[N:15]=[C:14]2[C:10]=1[N:11]=[CH:12][N:13]2[CH:19]([CH3:21])[CH3:20])[C:2]1[CH:7]=[CH:6][CH:5]=[CH:4][CH:3]=1.C1CCN2C(=NCCC2)CC1.[NH2:33][C@H:34]([CH2:38][CH3:39])[C:35]([OH:37])=[O:36]. The product is [CH2:1]([NH:8][C:9]1[N:17]=[C:16]([NH:33][C@H:34]([CH2:38][CH3:39])[C:35]([OH:37])=[O:36])[N:15]=[C:14]2[C:10]=1[N:11]=[CH:12][N:13]2[CH:19]([CH3:21])[CH3:20])[C:2]1[CH:7]=[CH:6][CH:5]=[CH:4][CH:3]=1. The catalyst is CN1C(=O)CCC1.C(O)(=O)CC(CC(O)=O)(C(O)=O)O.C(Cl)Cl. (2) The reactants are C[O:2][C:3]1[CH:4]=[C:5]([C:9]2[N:13]([C:14]3[CH:19]=[C:18]([C:20]([OH:22])=[O:21])[CH:17]=[CH:16][N:15]=3)[N:12]=[CH:11][CH:10]=2)[CH:6]=[CH:7][CH:8]=1.B(Br)(Br)Br. The catalyst is C(Cl)Cl. The product is [OH:2][C:3]1[CH:4]=[C:5]([C:9]2[N:13]([C:14]3[CH:19]=[C:18]([CH:17]=[CH:16][N:15]=3)[C:20]([OH:22])=[O:21])[N:12]=[CH:11][CH:10]=2)[CH:6]=[CH:7][CH:8]=1. The yield is 0.350.